From a dataset of Full USPTO retrosynthesis dataset with 1.9M reactions from patents (1976-2016). Predict the reactants needed to synthesize the given product. (1) Given the product [CH3:10][O:11][C:12]([C:13]1([O:18][CH3:19])[CH2:9][CH:5]([CH3:4])[C:6](=[O:8])[CH:7]=[C:14]1[OH:15])=[O:20], predict the reactants needed to synthesize it. The reactants are: C[O-].[Na+].[CH3:4][C:5](=[CH2:9])[C:6](=[O:8])[CH3:7].[CH3:10][O:11][C:12](=[O:20])[CH:13]([O:18][CH3:19])[C:14](OC)=[O:15].Cl. (2) Given the product [Cl:1][C:2]1[N:3]=[C:4]([C:15]2[CH:16]=[N:17][CH:18]=[CH:19][CH:20]=2)[S:5][C:6]=1[N:7]([CH3:21])[C:8](=[O:14])[CH:9]([CH3:13])[CH2:10][S:11][CH3:12], predict the reactants needed to synthesize it. The reactants are: [Cl:1][C:2]1[N:3]=[C:4]([C:15]2[CH:16]=[N:17][CH:18]=[CH:19][CH:20]=2)[S:5][C:6]=1[NH:7][C:8](=[O:14])[CH:9]([CH3:13])[CH2:10][S:11][CH3:12].[C:21](=O)([O-])[O-].[Cs+].[Cs+].IC.O. (3) Given the product [O:4]=[C:5]1[CH2:3][CH:12]2[CH2:13][C:8]3([NH:15][C:16](=[O:18])[CH3:17])[CH2:9][CH:10]([CH2:14][CH:6]1[CH2:7]3)[CH2:11]2, predict the reactants needed to synthesize it. The reactants are: [N+](=[CH2:3])=[N-].[O:4]=[C:5]1[CH:12]2[CH2:13][C:8]3([NH:15][C:16](=[O:18])[CH3:17])[CH2:9][CH:10]([CH2:14][CH:6]1[CH2:7]3)[CH2:11]2.[OH-].[K+]. (4) Given the product [Br:1][C:2]1[CH:11]=[CH:10][C:9]2[N:8]=[C:7]([N:27]3[CH2:26][CH2:25][N:24]([C:17]([O:19][C:20]([CH3:23])([CH3:22])[CH3:21])=[O:18])[CH2:29][CH2:28]3)[N:6]3[N:13]=[CH:14][N:15]=[C:5]3[C:4]=2[C:3]=1[F:16], predict the reactants needed to synthesize it. The reactants are: [Br:1][C:2]1[CH:11]=[CH:10][C:9]2[N:8]=[C:7](Cl)[N:6]3[N:13]=[CH:14][N:15]=[C:5]3[C:4]=2[C:3]=1[F:16].[C:17]([N:24]1[CH2:29][CH2:28][NH:27][CH2:26][CH2:25]1)([O:19][C:20]([CH3:23])([CH3:22])[CH3:21])=[O:18].